This data is from Forward reaction prediction with 1.9M reactions from USPTO patents (1976-2016). The task is: Predict the product of the given reaction. Given the reactants [C:1]([O:4][C:5]([CH3:8])([CH3:7])[CH3:6])(=[O:3])[CH3:2].Cl[C:10]1[CH:15]=[CH:14][CH:13]=[C:12]([CH3:16])[N:11]=1.[Li+].C[Si]([N-][Si](C)(C)C)(C)C.[Cl-].[NH4+], predict the reaction product. The product is: [CH3:16][C:12]1[N:11]=[C:10]([CH2:2][C:1]([O:4][C:5]([CH3:8])([CH3:7])[CH3:6])=[O:3])[CH:15]=[CH:14][CH:13]=1.